The task is: Regression. Given two drug SMILES strings and cell line genomic features, predict the synergy score measuring deviation from expected non-interaction effect.. This data is from NCI-60 drug combinations with 297,098 pairs across 59 cell lines. (1) Drug 1: CC1CCC2CC(C(=CC=CC=CC(CC(C(=O)C(C(C(=CC(C(=O)CC(OC(=O)C3CCCCN3C(=O)C(=O)C1(O2)O)C(C)CC4CCC(C(C4)OC)OCCO)C)C)O)OC)C)C)C)OC. Drug 2: CC1=C(N=C(N=C1N)C(CC(=O)N)NCC(C(=O)N)N)C(=O)NC(C(C2=CN=CN2)OC3C(C(C(C(O3)CO)O)O)OC4C(C(C(C(O4)CO)O)OC(=O)N)O)C(=O)NC(C)C(C(C)C(=O)NC(C(C)O)C(=O)NCCC5=NC(=CS5)C6=NC(=CS6)C(=O)NCCC[S+](C)C)O. Cell line: EKVX. Synergy scores: CSS=17.4, Synergy_ZIP=0.283, Synergy_Bliss=4.70, Synergy_Loewe=-1.11, Synergy_HSA=3.56. (2) Drug 1: COC1=NC(=NC2=C1N=CN2C3C(C(C(O3)CO)O)O)N. Drug 2: CCCCCOC(=O)NC1=NC(=O)N(C=C1F)C2C(C(C(O2)C)O)O. Cell line: HL-60(TB). Synergy scores: CSS=7.78, Synergy_ZIP=-3.15, Synergy_Bliss=-0.207, Synergy_Loewe=-0.113, Synergy_HSA=1.04. (3) Cell line: HOP-62. Drug 2: C1CN(P(=O)(OC1)NCCCl)CCCl. Drug 1: CCC1=C2CN3C(=CC4=C(C3=O)COC(=O)C4(CC)O)C2=NC5=C1C=C(C=C5)O. Synergy scores: CSS=28.2, Synergy_ZIP=-0.0763, Synergy_Bliss=-0.960, Synergy_Loewe=-40.3, Synergy_HSA=-0.956. (4) Drug 1: CC1=C(C(CCC1)(C)C)C=CC(=CC=CC(=CC(=O)O)C)C. Drug 2: C1=NC(=NC(=O)N1C2C(C(C(O2)CO)O)O)N. Cell line: HCT116. Synergy scores: CSS=47.0, Synergy_ZIP=0.253, Synergy_Bliss=-0.391, Synergy_Loewe=-9.91, Synergy_HSA=0.110. (5) Drug 2: CC12CCC3C(C1CCC2O)C(CC4=C3C=CC(=C4)O)CCCCCCCCCS(=O)CCCC(C(F)(F)F)(F)F. Synergy scores: CSS=13.8, Synergy_ZIP=5.51, Synergy_Bliss=12.4, Synergy_Loewe=12.2, Synergy_HSA=11.1. Drug 1: CC1CCC2CC(C(=CC=CC=CC(CC(C(=O)C(C(C(=CC(C(=O)CC(OC(=O)C3CCCCN3C(=O)C(=O)C1(O2)O)C(C)CC4CCC(C(C4)OC)OCCO)C)C)O)OC)C)C)C)OC. Cell line: SF-268.